From a dataset of Peptide-MHC class I binding affinity with 185,985 pairs from IEDB/IMGT. Regression. Given a peptide amino acid sequence and an MHC pseudo amino acid sequence, predict their binding affinity value. This is MHC class I binding data. (1) The peptide sequence is KLMPICMDV. The MHC is HLA-B58:01 with pseudo-sequence HLA-B58:01. The binding affinity (normalized) is 0.0847. (2) The peptide sequence is GLFVYLIRY. The MHC is HLA-B40:01 with pseudo-sequence HLA-B40:01. The binding affinity (normalized) is 0.0847.